Dataset: Reaction yield outcomes from USPTO patents with 853,638 reactions. Task: Predict the reaction yield, written as a fraction of the theoretical maximum amount of product (1.0 means a 100% yield; for example, 0.34 means a 34% yield). (1) The reactants are Br[C:2]1[CH:3]=[C:4]([N:22]([CH2:29][CH3:30])[CH:23]2[CH2:28][CH2:27][O:26][CH2:25][CH2:24]2)[C:5]([CH3:21])=[C:6]([CH:20]=1)[C:7]([NH:9][CH2:10][C:11]1[C:12](=[O:19])[NH:13][C:14]([CH3:18])=[CH:15][C:16]=1[CH3:17])=[O:8].[CH:31]([C:33]1[CH:38]=[CH:37][C:36](B(O)O)=[CH:35][CH:34]=1)=[O:32].C([O-])([O-])=O.[Na+].[Na+]. The catalyst is O1CCOCC1.O.O.C1C=CC([P]([Pd]([P](C2C=CC=CC=2)(C2C=CC=CC=2)C2C=CC=CC=2)([P](C2C=CC=CC=2)(C2C=CC=CC=2)C2C=CC=CC=2)[P](C2C=CC=CC=2)(C2C=CC=CC=2)C2C=CC=CC=2)(C2C=CC=CC=2)C2C=CC=CC=2)=CC=1. The product is [CH3:17][C:16]1[CH:15]=[C:14]([CH3:18])[NH:13][C:12](=[O:19])[C:11]=1[CH2:10][NH:9][C:7]([C:6]1[CH:20]=[C:2]([C:36]2[CH:37]=[CH:38][C:33]([CH:31]=[O:32])=[CH:34][CH:35]=2)[CH:3]=[C:4]([N:22]([CH2:29][CH3:30])[CH:23]2[CH2:28][CH2:27][O:26][CH2:25][CH2:24]2)[C:5]=1[CH3:21])=[O:8]. The yield is 0.660. (2) The reactants are [C:1]1([CH2:7][CH2:8][CH2:9][CH2:10][N:11]2[C:19](=[O:20])[C:18]3[C:13](=[CH:14][CH:15]=[CH:16][CH:17]=3)[C:12]2=[O:21])[CH:6]=[CH:5][CH:4]=[CH:3][CH:2]=1.[Cl:22][S:23](O)(=[O:25])=[O:24]. No catalyst specified. The yield is 0.990. The product is [O:21]=[C:12]1[C:13]2[C:18](=[CH:17][CH:16]=[CH:15][CH:14]=2)[C:19](=[O:20])[N:11]1[CH2:10][CH2:9][CH2:8][CH2:7][C:1]1[CH:6]=[CH:5][C:4]([S:23]([Cl:22])(=[O:25])=[O:24])=[CH:3][CH:2]=1. (3) The reactants are [C:1]([O:5][C:6]([NH:8][CH2:9][C:10]([OH:12])=O)=[O:7])([CH3:4])([CH3:3])[CH3:2].Cl.[CH3:14][NH:15][O:16][CH3:17].CCN=C=NCCCN(C)C.Cl.C(N(CC)CC)C. The catalyst is CN(C)C1C=CN=CC=1.C(Cl)Cl. The product is [CH3:17][O:16][N:15]([CH3:14])[C:10](=[O:12])[CH2:9][NH:8][C:6](=[O:7])[O:5][C:1]([CH3:2])([CH3:3])[CH3:4]. The yield is 0.900. (4) The reactants are [C:1]1([C:7]2[C:12]([C:13]3[CH:18]=[CH:17][CH:16]=[CH:15][CH:14]=3)=[CH:11][N:10]=[C:9]([O:19][CH:20]3[CH2:25][CH2:24][CH2:23][C@H:22]([C:26]([O:28]C)=[O:27])[CH2:21]3)[N:8]=2)[CH:6]=[CH:5][CH:4]=[CH:3][CH:2]=1.C1(P(C2C=CC=CC=2)(F)(F)C(F)(F)C(F)(F)C(F)(F)C(F)(F)C(F)(F)C(F)(F)C(F)(F)C(F)(F)C(F)(F)C(F)(F)F)C=CC=CC=1.O[C@@H]1CCC[C@H](C(OC)=O)C1.C1(C2C(C3C=CC=CC=3)=CN=C(O)N=2)C=CC=CC=1.N(C(OC(F)(F)C(F)(F)C(F)(F)C(F)(F)C(F)(F)C(F)(F)C(F)(F)C(F)(F)C(F)(F)F)=O)=NC(OC(F)(F)C(F)(F)C(F)(F)C(F)(F)C(F)(F)C(F)(F)C(F)(F)C(F)(F)C(F)(F)F)=O. The catalyst is O1CCCC1.CN(C)C=O. The product is [C:1]1([C:7]2[C:12]([C:13]3[CH:18]=[CH:17][CH:16]=[CH:15][CH:14]=3)=[CH:11][N:10]=[C:9]([O:19][CH:20]3[CH2:25][CH2:24][CH2:23][C@H:22]([C:26]([OH:28])=[O:27])[CH2:21]3)[N:8]=2)[CH:2]=[CH:3][CH:4]=[CH:5][CH:6]=1. The yield is 0.0400. (5) The yield is 0.980. The reactants are [CH3:1][O:2][C:3]1[CH:24]=[CH:23][C:6]([CH2:7][N:8]2[CH2:17][CH2:16][C:15]3[C:10](=[CH:11][CH:12]=[C:13]([CH2:18][C:19]([NH2:21])=O)[CH:14]=3)[C:9]2=[O:22])=[CH:5][CH:4]=1.N1C(Cl)=NC(Cl)=NC=1Cl. The catalyst is C1COCC1.CN(C=O)C. The product is [CH3:1][O:2][C:3]1[CH:24]=[CH:23][C:6]([CH2:7][N:8]2[CH2:17][CH2:16][C:15]3[C:10](=[CH:11][CH:12]=[C:13]([CH2:18][C:19]#[N:21])[CH:14]=3)[C:9]2=[O:22])=[CH:5][CH:4]=1. (6) The reactants are C(O[C:4]([C:6]1[CH:7]=[C:8]2[C:13](=[CH:14][CH:15]=1)[N:12]=[C:11](Cl)[CH:10]=[CH:9]2)=[O:5])C.[CH3:17][O:18][C:19]1[CH:26]=[CH:25][CH:24]=[CH:23][C:20]=1[CH2:21][NH2:22]. No catalyst specified. The product is [CH3:17][O:18][C:19]1[CH:26]=[CH:25][CH:24]=[CH:23][C:20]=1[CH2:21][NH:22][C:4]([C:6]1[CH:7]=[C:8]2[C:13](=[CH:14][CH:15]=1)[N:12]=[C:11]([NH:22][CH2:21][C:20]1[CH:23]=[CH:24][CH:25]=[CH:26][C:19]=1[O:18][CH3:17])[CH:10]=[CH:9]2)=[O:5]. The yield is 0.0900. (7) The reactants are C(NC1C=CC(C2C=C3C(CN([C@@H](C(C)C)C(O)=O)C3=O)=CC=2)=CC=1)(=O)C1C=CC=CC=1.[CH3:33][CH:34]([CH3:70])[C@H:35]([N:40]1[CH2:48][C:47]2[C:42](=[CH:43][C:44]([C:49]3[CH:54]=[CH:53][C:52]([NH:55][C:56]([C:58]4[S:59][C:60]([C:63]5[CH:68]=[CH:67][CH:66]=[CH:65][CH:64]=5)=[CH:61][N:62]=4)=[O:57])=[CH:51][CH:50]=3)=[CH:45][CH:46]=2)[C:41]1=[O:69])[C:36]([O:38]C)=[O:37]. No catalyst specified. The product is [CH3:33][CH:34]([CH3:70])[C@H:35]([N:40]1[CH2:48][C:47]2[C:42](=[CH:43][C:44]([C:49]3[CH:50]=[CH:51][C:52]([NH:55][C:56]([C:58]4[S:59][C:60]([C:63]5[CH:64]=[CH:65][CH:66]=[CH:67][CH:68]=5)=[CH:61][N:62]=4)=[O:57])=[CH:53][CH:54]=3)=[CH:45][CH:46]=2)[C:41]1=[O:69])[C:36]([OH:38])=[O:37]. The yield is 0.930. (8) The reactants are [Cl:1][C:2]1[CH:7]=[CH:6][CH:5]=[CH:4][C:3]=1[N:8]1[C:16]2[CH2:15][CH2:14][NH:13][CH2:12][C:11]=2[CH:10]=[C:9]1[C:17]1[CH:22]=[CH:21][C:20]([O:23][CH3:24])=[CH:19][CH:18]=1.[Cl:25][C:26]1[CH:27]=[C:28]([CH:32]=[CH:33][CH:34]=1)[C:29](Cl)=[O:30]. The catalyst is ClCCl. The product is [Cl:25][C:26]1[CH:27]=[C:28]([CH:32]=[CH:33][CH:34]=1)[C:29]([N:13]1[CH2:14][CH2:15][C:16]2[N:8]([C:3]3[CH:4]=[CH:5][CH:6]=[CH:7][C:2]=3[Cl:1])[C:9]([C:17]3[CH:18]=[CH:19][C:20]([O:23][CH3:24])=[CH:21][CH:22]=3)=[CH:10][C:11]=2[CH2:12]1)=[O:30]. The yield is 0.740. (9) The reactants are C[O:2][C:3]1[CH:12]=[CH:11][C:10]2[N:9]=[C:8]([NH:13][CH2:14][C:15]3[CH:20]=[CH:19][CH:18]=[CH:17][CH:16]=3)[C:7]([C:21]3[CH:26]=[CH:25][CH:24]=[CH:23][CH:22]=3)=[N:6][C:5]=2[C:4]=1[C:27]([O:29]C)=[O:28].B(Br)(Br)Br. The catalyst is ClCCl. The product is [OH:2][C:3]1[CH:12]=[CH:11][C:10]2[N:9]=[C:8]([NH:13][CH2:14][C:15]3[CH:16]=[CH:17][CH:18]=[CH:19][CH:20]=3)[C:7]([C:21]3[CH:22]=[CH:23][CH:24]=[CH:25][CH:26]=3)=[N:6][C:5]=2[C:4]=1[C:27]([OH:29])=[O:28]. The yield is 0.810.